From a dataset of Reaction yield outcomes from USPTO patents with 853,638 reactions. Predict the reaction yield, written as a fraction of the theoretical maximum amount of product (1.0 means a 100% yield; for example, 0.34 means a 34% yield). (1) The reactants are [F:1][C:2]1[C:3]2[N:4]([CH:12]=[CH:13][N:14]=2)[CH:5]=[CH:6][C:7]=1[C:8]([OH:11])([CH3:10])[CH3:9].[Br:15][C:16]1[CH:21]=[CH:20][CH:19]=[C:18](Br)[N:17]=1.C([O-])([O-])=O.[Cs+].[Cs+]. No catalyst specified. The product is [Br:15][C:16]1[N:17]=[C:18]([C:12]2[N:4]3[CH:5]=[CH:6][C:7]([C:8]([OH:11])([CH3:10])[CH3:9])=[C:2]([F:1])[C:3]3=[N:14][CH:13]=2)[CH:19]=[CH:20][CH:21]=1. The yield is 0.600. (2) The reactants are [F:1][C:2]1[N:7]=[C:6]([C:8]2[C:16]3[C:11](=[CH:12][N:13]=[C:14]([C:17]4[CH:18]=[N:19][N:20]([CH2:22][C:23]([O:25]CC)=[O:24])[CH:21]=4)[CH:15]=3)[N:10]([CH:28]3[CH2:33][CH2:32][CH2:31][CH2:30][O:29]3)[N:9]=2)[CH:5]=[CH:4][CH:3]=1.[OH-].[Li+]. The catalyst is CO.O1CCCC1. The product is [F:1][C:2]1[N:7]=[C:6]([C:8]2[C:16]3[C:11](=[CH:12][N:13]=[C:14]([C:17]4[CH:18]=[N:19][N:20]([CH2:22][C:23]([OH:25])=[O:24])[CH:21]=4)[CH:15]=3)[N:10]([CH:28]3[CH2:33][CH2:32][CH2:31][CH2:30][O:29]3)[N:9]=2)[CH:5]=[CH:4][CH:3]=1. The yield is 0.850. (3) The reactants are C([O:8][CH2:9][CH2:10][CH2:11][C@@H:12]1[CH2:16][CH2:15][N:14]([C:17]2[CH:18]=[N:19][CH:20]=[C:21]([O:23][CH2:24][C@@H:25]3[CH2:29][CH2:28][CH2:27][N:26]3C(OC(C)(C)C)=O)[CH:22]=2)[CH2:13]1)C1C=CC=CC=1. The catalyst is [Pd].CO.C(Cl)(Cl)Cl. The product is [NH:26]1[CH2:27][CH2:28][CH2:29][C@H:25]1[CH2:24][O:23][C:21]1[CH:22]=[C:17]([N:14]2[CH2:15][CH2:16][C@H:12]([CH2:11][CH2:10][CH2:9][OH:8])[CH2:13]2)[CH:18]=[N:19][CH:20]=1. The yield is 0.810. (4) The reactants are [CH2:1]([N:4]1[CH2:13][CH2:12][C:11]2[C:6](=[CH:7][CH:8]=[C:9](Br)[CH:10]=2)[C:5]1=[O:15])[CH:2]=[CH2:3].[Br:16]C1C=C2C(CCNC2=O)=CC=1. No catalyst specified. The product is [CH2:1]([N:4]1[CH2:13][CH2:12][C:11]2[C:6](=[CH:7][C:8]([Br:16])=[CH:9][CH:10]=2)[C:5]1=[O:15])[CH:2]=[CH2:3]. The yield is 0.630.